Dataset: Reaction yield outcomes from USPTO patents with 853,638 reactions. Task: Predict the reaction yield, written as a fraction of the theoretical maximum amount of product (1.0 means a 100% yield; for example, 0.34 means a 34% yield). (1) The reactants are Cl.C[O:3][C:4](=[O:39])[C:5]1[CH:10]=[CH:9][C:8]([CH2:11][O:12][C:13]2[CH:18]=[CH:17][C:16]([CH2:19][C@H:20]([NH2:38])[C:21]3[N:22]([CH2:34][CH2:35][CH2:36][CH3:37])[CH:23]=[C:24]([C:26]4[CH:31]=[CH:30][C:29]([Cl:32])=[CH:28][C:27]=4[Cl:33])[N:25]=3)=[CH:15][CH:14]=2)=[CH:7][CH:6]=1.[CH3:40][C:41]([CH3:50])([CH3:49])[CH2:42][CH2:43][CH2:44][CH2:45][C:46](O)=[O:47]. No catalyst specified. The product is [CH2:34]([N:22]1[CH:23]=[C:24]([C:26]2[CH:31]=[CH:30][C:29]([Cl:32])=[CH:28][C:27]=2[Cl:33])[N:25]=[C:21]1[C@@H:20]([NH:38][C:46](=[O:47])[CH2:45][CH2:44][CH2:43][CH2:42][C:41]([CH3:50])([CH3:49])[CH3:40])[CH2:19][C:16]1[CH:17]=[CH:18][C:13]([O:12][CH2:11][C:8]2[CH:9]=[CH:10][C:5]([C:4]([OH:3])=[O:39])=[CH:6][CH:7]=2)=[CH:14][CH:15]=1)[CH2:35][CH2:36][CH3:37]. The yield is 0.650. (2) The reactants are [Cl:1][C:2]1[O:6][C:5]([CH2:7][C:8]2[CH:13]=[CH:12][C:11]([CH2:14][OH:15])=[CH:10][CH:9]=2)=[CH:4][CH:3]=1. The catalyst is [O-2].[O-2].[Mn+4].ClCCl. The product is [Cl:1][C:2]1[O:6][C:5]([CH2:7][C:8]2[CH:9]=[CH:10][C:11]([CH:14]=[O:15])=[CH:12][CH:13]=2)=[CH:4][CH:3]=1. The yield is 0.830. (3) The reactants are C[O:2][C:3]([C:5]1[C:10]([S:11][CH3:12])=[C:9]([NH2:13])[N:8]=[C:7]([C:14]2[CH:19]=[CH:18][C:17]([Cl:20])=[C:16]([O:21][CH3:22])[C:15]=2[F:23])[N:6]=1)=[O:4].[OH-].[Na+].Cl. The catalyst is CO. The product is [NH2:13][C:9]1[N:8]=[C:7]([C:14]2[CH:19]=[CH:18][C:17]([Cl:20])=[C:16]([O:21][CH3:22])[C:15]=2[F:23])[N:6]=[C:5]([C:3]([OH:4])=[O:2])[C:10]=1[S:11][CH3:12]. The yield is 0.700. (4) The reactants are [CH3:1][C:2]1([CH3:12])[NH:7][CH2:6][C:5]2C=CC=C[C:4]=2O1.[H-].[H-].[H-].[H-].[Li+].[Al+3].[CH2:19]1[CH2:23][O:22][CH2:21][CH2:20]1. No catalyst specified. The product is [CH:2]([NH:7][C:6]1[CH:5]=[CH:4][CH:21]=[CH:20][C:19]=1[CH2:23][OH:22])([CH3:12])[CH3:1]. The yield is 0.950. (5) The reactants are [CH2:1]([C:3]1[C:4]2[CH:5]=[C:6]([CH3:27])[C:7]([NH:15][C:16]3[CH:26]=[CH:25][C:19]([C:20]([O:22][CH2:23][CH3:24])=[O:21])=[CH:18][CH:17]=3)=[CH:8][C:9]=2[C:10]([CH3:14])([CH3:13])[CH2:11][CH:12]=1)[CH3:2].[CH:28](=O)[CH3:29]. No catalyst specified. The product is [CH2:28]([N:15]([C:7]1[C:6]([CH3:27])=[CH:5][C:4]2[C:3]([CH2:1][CH3:2])=[CH:12][CH2:11][C:10]([CH3:13])([CH3:14])[C:9]=2[CH:8]=1)[C:16]1[CH:17]=[CH:18][C:19]([C:20]([O:22][CH2:23][CH3:24])=[O:21])=[CH:25][CH:26]=1)[CH3:29]. The yield is 0.630. (6) The reactants are [CH3:1][C:2]1[O:6][N:5]=[C:4]([C:7]2[CH:12]=[CH:11][CH:10]=[CH:9][CH:8]=2)[C:3]=1[CH2:13][O:14][C:15]1[N:20]=[CH:19][C:18]([NH2:21])=[CH:17][CH:16]=1.[C:22](Cl)(=[O:26])[CH:23]([CH3:25])[CH3:24].C(OC(C)C)(C)C. No catalyst specified. The product is [CH3:1][C:2]1[O:6][N:5]=[C:4]([C:7]2[CH:12]=[CH:11][CH:10]=[CH:9][CH:8]=2)[C:3]=1[CH2:13][O:14][C:15]1[N:20]=[CH:19][C:18]([NH:21][C:22](=[O:26])[CH:23]([CH3:25])[CH3:24])=[CH:17][CH:16]=1. The yield is 0.910. (7) The reactants are [OH-].[K+].[NH2:3][C:4]1[CH:12]=[CH:11][C:7]([C:8]([OH:10])=[O:9])=[CH:6][C:5]=1[N+:13]([O-:15])=O.Cl[O-].[Na+].N1[O:20]N=C2C=C(C(O)=O)C=CC=12.Cl.[Na+].[Cl-]. The catalyst is C(O)C.O.C(O)(=O)C.C(Cl)(Cl)Cl. The product is [N+:3]1([O-:20])[O:15][N:13]=[C:5]2[CH:6]=[C:7]([C:8]([OH:10])=[O:9])[CH:11]=[CH:12][C:4]=12. The yield is 0.888.